From a dataset of Reaction yield outcomes from USPTO patents with 853,638 reactions. Predict the reaction yield, written as a fraction of the theoretical maximum amount of product (1.0 means a 100% yield; for example, 0.34 means a 34% yield). (1) The reactants are N1C=CN=C1.[C:6]([Si:10](Cl)([CH3:12])[CH3:11])([CH3:9])([CH3:8])[CH3:7].[Br:14][C:15]1[CH:20]=[CH:19][C:18]([CH2:21][CH2:22][OH:23])=[C:17]([CH2:24][CH3:25])[CH:16]=1. The catalyst is C(Cl)Cl. The product is [Br:14][C:15]1[CH:20]=[CH:19][C:18]([CH2:21][CH2:22][O:23][Si:10]([C:6]([CH3:9])([CH3:8])[CH3:7])([CH3:12])[CH3:11])=[C:17]([CH2:24][CH3:25])[CH:16]=1. The yield is 0.820. (2) The reactants are [C:1]([C:3]1[CH:4]=[C:5]([C:9]2[CH:10]=[CH:11][C:12]3[O:16][C:15]([C:17]4[CH:22]=[CH:21][C:20]([F:23])=[CH:19][CH:18]=4)=[C:14]([C:24]([NH:26][CH3:27])=[O:25])[C:13]=3[CH:28]=2)[CH:6]=[CH:7][CH:8]=1)#[N:2].N[C:30]([CH3:34])([CH3:33])[CH2:31][OH:32]. The catalyst is C1(Cl)C=CC=CC=1.[Cl-].[Zn+2].[Cl-]. The product is [CH3:33][C:30]1([CH3:34])[CH2:31][O:32][C:1]([C:3]2[CH:4]=[C:5]([C:9]3[CH:10]=[CH:11][C:12]4[O:16][C:15]([C:17]5[CH:22]=[CH:21][C:20]([F:23])=[CH:19][CH:18]=5)=[C:14]([C:24]([NH:26][CH3:27])=[O:25])[C:13]=4[CH:28]=3)[CH:6]=[CH:7][CH:8]=2)=[N:2]1. The yield is 0.140.